Predict which catalyst facilitates the given reaction. From a dataset of Catalyst prediction with 721,799 reactions and 888 catalyst types from USPTO. (1) Reactant: Br[C:2]1[S:3][C:4]2[CH:10]=[C:9]([CH2:11][N:12]3[C:16]4[CH:17]=[C:18]([O:23][CH3:24])[C:19]([O:21][CH3:22])=[CH:20][C:15]=4[N:14]=[CH:13]3)[CH:8]=[CH:7][C:5]=2[N:6]=1.[CH:25]1([C@@H:31]([NH2:33])[CH3:32])[CH2:30][CH2:29][CH2:28][CH2:27][CH2:26]1.CCN(C(C)C)C(C)C. Product: [CH:25]1([C@@H:31]([NH:33][C:2]2[S:3][C:4]3[CH:10]=[C:9]([CH2:11][N:12]4[C:16]5[CH:17]=[C:18]([O:23][CH3:24])[C:19]([O:21][CH3:22])=[CH:20][C:15]=5[N:14]=[CH:13]4)[CH:8]=[CH:7][C:5]=3[N:6]=2)[CH3:32])[CH2:30][CH2:29][CH2:28][CH2:27][CH2:26]1. The catalyst class is: 44. (2) Reactant: [CH2:1]([C:3]1[CH:10]=[C:9]([CH3:11])[CH:8]=[C:7]([CH2:12][CH3:13])[C:4]=1[CH2:5]O)[CH3:2].S(Cl)([Cl:16])=O. Product: [CH2:1]([C:3]1[CH:10]=[C:9]([CH3:11])[CH:8]=[C:7]([CH2:12][CH3:13])[C:4]=1[CH2:5][Cl:16])[CH3:2]. The catalyst class is: 11. (3) The catalyst class is: 13. Reactant: [CH2:1]([N:8]1[C:16]2[C:15](=[O:17])[NH:14][C:13](=[O:18])[NH:12][C:11]=2[N:10]=[CH:9]1)[C:2]1[CH:7]=[CH:6][CH:5]=[CH:4][CH:3]=1.[C:19](=[O:22])([O-])[O-].[K+].[K+].[C:25]([O:31][CH2:32]Cl)(=[O:30])[C:26]([CH3:29])([CH3:28])[CH3:27].CN(C)[CH:36]=[O:37]. Product: [CH2:1]([N:8]1[C:16]2[C:15](=[O:17])[N:14]([CH2:32][O:31][C:25](=[O:30])[C:26]([CH3:29])([CH3:28])[CH3:27])[C:13](=[O:18])[N:12]([CH2:19][O:22][C:36](=[O:37])[C:2]([CH3:7])([CH3:3])[CH3:1])[C:11]=2[N:10]=[CH:9]1)[C:2]1[CH:7]=[CH:6][CH:5]=[CH:4][CH:3]=1.